Dataset: Full USPTO retrosynthesis dataset with 1.9M reactions from patents (1976-2016). Task: Predict the reactants needed to synthesize the given product. (1) Given the product [NH2:13][C:11]1[S:12][CH:2]=[C:3]([C:4]([O:6][CH2:7][CH3:8])=[O:5])[N:10]=1, predict the reactants needed to synthesize it. The reactants are: Br[CH2:2][C:3](=O)[C:4]([O:6][CH2:7][CH3:8])=[O:5].[NH2:10][C:11]([NH2:13])=[S:12]. (2) The reactants are: Br[C:2](Br)=[CH:3][C:4]1[C:12]([CH3:13])=[CH:11][C:10]([CH:14]=[CH2:15])=[C:9]2[C:5]=1[CH:6]=[CH:7][N:8]2[S:16]([C:19]1[CH:25]=[CH:24][C:22]([CH3:23])=[CH:21][CH:20]=1)(=[O:18])=[O:17].[NH2:27][C:28]1[CH:29]=[C:30]([CH:33]=[CH:34][C:35]=1[NH2:36])[C:31]#[N:32].C1N2CCN(CC2)C1. Given the product [CH3:13][C:12]1[C:4]([CH2:3][C:2]2[NH:36][C:35]3[CH:34]=[CH:33][C:30]([C:31]#[N:32])=[CH:29][C:28]=3[N:27]=2)=[C:5]2[C:9](=[C:10]([CH:14]=[CH2:15])[CH:11]=1)[N:8]([S:16]([C:19]1[CH:20]=[CH:21][C:22]([CH3:23])=[CH:24][CH:25]=1)(=[O:17])=[O:18])[CH:7]=[CH:6]2, predict the reactants needed to synthesize it. (3) Given the product [Cl:39][C:31]1[CH:30]=[C:29]([C@@H:22]([CH2:23][CH:24]2[CH2:28][CH2:27][CH2:26][CH2:25]2)[C:21]([NH:20][C:17]2[CH:18]=[CH:19][N:15]([CH2:14][C:10]([O:44][CH3:43])([CH3:11])[CH3:9])[N:16]=2)=[O:40])[CH:34]=[CH:33][C:32]=1[S:35]([CH3:38])(=[O:36])=[O:37], predict the reactants needed to synthesize it. The reactants are: C(OC(=O)NC1C=C[CH:11]=[C:10]([CH2:14][N:15]2[CH:19]=[CH:18][C:17]([NH:20][C:21](=[O:40])[C@@H:22]([C:29]3[CH:34]=[CH:33][C:32]([S:35]([CH3:38])(=[O:37])=[O:36])=[C:31]([Cl:39])[CH:30]=3)[CH2:23][CH:24]3[CH2:28][CH2:27][CH2:26][CH2:25]3)=[N:16]2)[CH:9]=1)(C)(C)C.C(Cl)(=O)[C:43](Cl)=[O:44].COC(C)(C)CN1C=CC(N)=N1.N1C(C)=CC=CC=1C. (4) Given the product [CH3:1][O:2][C:3]([CH:5]1[CH2:10][N:9]([S:11]([C:14]2[S:18][C:17]3[CH:19]=[C:20]([Cl:23])[CH:21]=[CH:22][C:16]=3[CH:15]=2)(=[O:12])=[O:13])[CH2:8][C:7](=[O:24])[N:6]1[CH2:25][C:26]1[CH:31]=[CH:30][C:29]([C:32]#[N:33])=[C:28]([NH2:34])[CH:27]=1)=[O:4], predict the reactants needed to synthesize it. The reactants are: [CH3:1][O:2][C:3]([CH:5]1[CH2:10][N:9]([S:11]([C:14]2[S:18][C:17]3[CH:19]=[C:20]([Cl:23])[CH:21]=[CH:22][C:16]=3[CH:15]=2)(=[O:13])=[O:12])[CH2:8][C:7](=[O:24])[N:6]1[CH2:25][C:26]1[CH:31]=[CH:30][C:29]([C:32]#[N:33])=[C:28]([N:34]=C(C2C=CC=CC=2)C2C=CC=CC=2)[CH:27]=1)=[O:4].C1COCC1.Cl.